From a dataset of Full USPTO retrosynthesis dataset with 1.9M reactions from patents (1976-2016). Predict the reactants needed to synthesize the given product. (1) Given the product [CH3:17][O:18][C:19](=[O:44])[CH2:20][CH2:21][C:22]1[O:26][N:25]=[C:24]([C:27]2[CH:28]=[CH:29][C:30]([S:33]([N:36]3[CH2:37][CH2:38][CH:39]([CH2:42][NH:1][CH2:2][C@H:3]([OH:4])[C:5]4[CH:6]=[CH:7][C:8]([OH:16])=[C:9]([NH:11][S:12]([CH3:15])(=[O:14])=[O:13])[CH:10]=4)[CH2:40][CH2:41]3)(=[O:34])=[O:35])=[CH:31][CH:32]=2)[N:23]=1, predict the reactants needed to synthesize it. The reactants are: [NH2:1][CH2:2][C@@H:3]([C:5]1[CH:6]=[CH:7][C:8]([OH:16])=[C:9]([NH:11][S:12]([CH3:15])(=[O:14])=[O:13])[CH:10]=1)[OH:4].[CH3:17][O:18][C:19](=[O:44])[CH2:20][CH2:21][C:22]1[O:26][N:25]=[C:24]([C:27]2[CH:32]=[CH:31][C:30]([S:33]([N:36]3[CH2:41][CH2:40][CH:39]([CH:42]=O)[CH2:38][CH2:37]3)(=[O:35])=[O:34])=[CH:29][CH:28]=2)[N:23]=1.C(O)(=O)C.C([BH3-])#N.[Na+]. (2) Given the product [S:10]1[CH:11]=[CH:12][CH:13]=[C:9]1[CH:8]1[N:7]2[CH:6]1[CH:4]([OH:5])[O:3][CH:1]2[CH:2]1[CH:8]([C:9]2[S:10][CH:22]=[CH:20][CH:21]=2)[NH:7]1, predict the reactants needed to synthesize it. The reactants are: [CH2:1]([O:3][C:4]([C@H:6]1[C@H:8]([C:9]2[S:10][CH:11]=[CH:12][CH:13]=2)[NH:7]1)=[O:5])[CH3:2].CC(C[AlH]C[CH:20]([CH3:22])[CH3:21])C.CO.[O-]S([O-])(=O)=O.[Na+].[Na+]. (3) Given the product [N:1]1[C:2]2[CH:7]=[CH:6][N:5]=[CH:4][C:3]=2[NH:8][C:9]=1[C:11]1[C:19]2[N:18]3[CH:20]=[CH:21][CH:22]=[C:17]3[C:16](=[O:23])[C:15]=2[CH:14]=[CH:13][CH:12]=1, predict the reactants needed to synthesize it. The reactants are: [NH2:1][C:2]1[CH:7]=[CH:6][N:5]=[CH:4][C:3]=1[NH:8][C:9]([C:11]1[CH:12]=[CH:13][CH:14]=[C:15]2[C:19]=1[N:18]1[CH:20]=[CH:21][CH:22]=[C:17]1[C:16]2=[O:23])=O. (4) Given the product [Br:26][C:24]1[N:23]=[C:22]([C:27]2[CH:32]=[CH:31][CH:30]=[CH:29][C:28]=2[Cl:33])[C:21]([CH2:34][CH2:12][C:11]([O:14][C:15]([CH3:18])([CH3:17])[CH3:16])=[O:13])=[CH:20][CH:25]=1, predict the reactants needed to synthesize it. The reactants are: C[Si](C)(C)N[Si](C)(C)C.[Li].[C:11]([O:14][C:15]([CH3:18])([CH3:17])[CH3:16])(=[O:13])[CH3:12].Br[C:20]1[CH:25]=[C:24]([Br:26])[N:23]=[C:22]([C:27]2[CH:32]=[CH:31][CH:30]=[CH:29][C:28]=2[Cl:33])[C:21]=1[CH2:34]Br. (5) Given the product [F:1][C:2]1[CH:3]=[CH:4][C:5]([CH:8]2[O:49][C:47](=[O:32])[NH:44][CH:9]2[CH2:13][C:14]2[CH:19]=[CH:18][CH:17]=[C:16]([C:20]([F:21])([F:22])[F:23])[CH:15]=2)=[CH:6][CH:7]=1, predict the reactants needed to synthesize it. The reactants are: [F:1][C:2]1[CH:7]=[CH:6][C:5]([CH:8](O)[CH:9]([CH2:13][C:14]2[CH:19]=[CH:18][CH:17]=[C:16]([C:20]([F:23])([F:22])[F:21])[CH:15]=2)C(O)=O)=[CH:4][CH:3]=1.C1(P(N=[N+]=[N-])(C2C=CC=CC=2)=[O:32])C=CC=CC=1.C([N:44]([CH2:47]C)CC)C.[OH2:49]. (6) Given the product [OH:49][C@H:46]([CH2:47][OH:48])[CH2:45][NH:44][C:28]([C:26]1[NH:27][C:23]([C:8]2[CH:9]=[C:10]([O:12][C:13]3[CH:18]=[N:17][C:16]([S:19]([CH3:22])(=[O:20])=[O:21])=[CH:15][N:14]=3)[CH:11]=[C:6]([O:5][C@@H:4]([CH3:31])[CH2:3][O:2][CH3:1])[CH:7]=2)=[CH:24][CH:25]=1)=[O:29], predict the reactants needed to synthesize it. The reactants are: [CH3:1][O:2][CH2:3][C@H:4]([CH3:31])[O:5][C:6]1[CH:7]=[C:8]([C:23]2[NH:27][C:26]([C:28](O)=[O:29])=[CH:25][CH:24]=2)[CH:9]=[C:10]([O:12][C:13]2[CH:18]=[N:17][C:16]([S:19]([CH3:22])(=[O:21])=[O:20])=[CH:15][N:14]=2)[CH:11]=1.CCN=C=NCCCN(C)C.Cl.[NH2:44][CH2:45][C@H:46]([OH:49])[CH2:47][OH:48]. (7) Given the product [NH:33]1[C:29]2=[N:30][CH:31]=[CH:32][C:27]([C:25]#[C:26][C:2]3[N:6]4[CH:7]=[C:8]([C:11]5[CH:16]=[CH:15][C:14]([C:17]([N:19]6[CH2:20][CH2:21][O:22][CH2:23][CH2:24]6)=[O:18])=[CH:13][CH:12]=5)[N:9]=[CH:10][C:5]4=[N:4][CH:3]=3)=[C:28]2[CH:35]=[N:34]1, predict the reactants needed to synthesize it. The reactants are: I[C:2]1[N:6]2[CH:7]=[C:8]([C:11]3[CH:16]=[CH:15][C:14]([C:17]([N:19]4[CH2:24][CH2:23][O:22][CH2:21][CH2:20]4)=[O:18])=[CH:13][CH:12]=3)[N:9]=[CH:10][C:5]2=[N:4][CH:3]=1.[C:25]([C:27]1[CH:32]=[CH:31][N:30]=[C:29]2[NH:33][N:34]=[CH:35][C:28]=12)#[CH:26].CCN(C(C)C)C(C)C. (8) Given the product [Br:1][C:2]1[CH:3]=[CH:4][C:5]([N:8]2[CH2:13][CH2:12][N:11]([S:14]([CH2:17][C:29]([O:31][CH3:32])=[O:30])(=[O:15])=[O:16])[CH2:10][CH2:9]2)=[CH:6][CH:7]=1, predict the reactants needed to synthesize it. The reactants are: [Br:1][C:2]1[CH:7]=[CH:6][C:5]([N:8]2[CH2:13][CH2:12][N:11]([S:14]([CH3:17])(=[O:16])=[O:15])[CH2:10][CH2:9]2)=[CH:4][CH:3]=1.C[Si](C)(C)[N-][Si](C)(C)C.[Li+].Cl[C:29]([O:31][CH3:32])=[O:30].